From a dataset of NCI-60 drug combinations with 297,098 pairs across 59 cell lines. Regression. Given two drug SMILES strings and cell line genomic features, predict the synergy score measuring deviation from expected non-interaction effect. (1) Drug 1: CC(CN1CC(=O)NC(=O)C1)N2CC(=O)NC(=O)C2. Drug 2: CN(C(=O)NC(C=O)C(C(C(CO)O)O)O)N=O. Cell line: K-562. Synergy scores: CSS=27.5, Synergy_ZIP=-6.24, Synergy_Bliss=-2.64, Synergy_Loewe=-2.02, Synergy_HSA=0.0458. (2) Drug 1: CCCCC(=O)OCC(=O)C1(CC(C2=C(C1)C(=C3C(=C2O)C(=O)C4=C(C3=O)C=CC=C4OC)O)OC5CC(C(C(O5)C)O)NC(=O)C(F)(F)F)O. Drug 2: C1C(C(OC1N2C=NC3=C2NC=NCC3O)CO)O. Cell line: SW-620. Synergy scores: CSS=27.7, Synergy_ZIP=-6.72, Synergy_Bliss=-14.9, Synergy_Loewe=-20.3, Synergy_HSA=-15.1. (3) Drug 1: C1=C(C(=O)NC(=O)N1)F. Drug 2: CC=C1C(=O)NC(C(=O)OC2CC(=O)NC(C(=O)NC(CSSCCC=C2)C(=O)N1)C(C)C)C(C)C. Cell line: NCIH23. Synergy scores: CSS=68.4, Synergy_ZIP=-6.84, Synergy_Bliss=-8.96, Synergy_Loewe=-3.79, Synergy_HSA=-2.35. (4) Drug 1: CC1=C(N=C(N=C1N)C(CC(=O)N)NCC(C(=O)N)N)C(=O)NC(C(C2=CN=CN2)OC3C(C(C(C(O3)CO)O)O)OC4C(C(C(C(O4)CO)O)OC(=O)N)O)C(=O)NC(C)C(C(C)C(=O)NC(C(C)O)C(=O)NCCC5=NC(=CS5)C6=NC(=CS6)C(=O)NCCC[S+](C)C)O. Drug 2: CCC1(CC2CC(C3=C(CCN(C2)C1)C4=CC=CC=C4N3)(C5=C(C=C6C(=C5)C78CCN9C7C(C=CC9)(C(C(C8N6C)(C(=O)OC)O)OC(=O)C)CC)OC)C(=O)OC)O.OS(=O)(=O)O. Cell line: CCRF-CEM. Synergy scores: CSS=25.2, Synergy_ZIP=-7.09, Synergy_Bliss=-1.32, Synergy_Loewe=1.76, Synergy_HSA=-0.218. (5) Drug 1: C1C(C(OC1N2C=C(C(=O)NC2=O)F)CO)O. Drug 2: CC1=C(N=C(N=C1N)C(CC(=O)N)NCC(C(=O)N)N)C(=O)NC(C(C2=CN=CN2)OC3C(C(C(C(O3)CO)O)O)OC4C(C(C(C(O4)CO)O)OC(=O)N)O)C(=O)NC(C)C(C(C)C(=O)NC(C(C)O)C(=O)NCCC5=NC(=CS5)C6=NC(=CS6)C(=O)NCCC[S+](C)C)O. Cell line: BT-549. Synergy scores: CSS=31.8, Synergy_ZIP=-8.81, Synergy_Bliss=-6.53, Synergy_Loewe=-0.199, Synergy_HSA=0.927.